Dataset: Reaction yield outcomes from USPTO patents with 853,638 reactions. Task: Predict the reaction yield, written as a fraction of the theoretical maximum amount of product (1.0 means a 100% yield; for example, 0.34 means a 34% yield). (1) The reactants are [C:1]([O:4][C:5]1[CH:10]=[CH:9][C:8]([F:11])=[CH:7][C:6]=1[O:12][CH3:13])(=[O:3])[CH3:2].[I:14]Cl. The catalyst is C(Cl)Cl. The product is [C:1]([O:4][C:5]1[CH:10]=[C:9]([I:14])[C:8]([F:11])=[CH:7][C:6]=1[O:12][CH3:13])(=[O:3])[CH3:2]. The yield is 0.800. (2) The reactants are [Li+].[OH-].C[O:4][C:5](=[O:29])[CH2:6][CH2:7][CH2:8][N:9]([C:11]1[CH:16]=[C:15]([C:17]2[N:21]=[C:20]([C:22]3[S:23][CH:24]=[CH:25][C:26]=3[Cl:27])[O:19][N:18]=2)[CH:14]=[CH:13][C:12]=1[Cl:28])[CH3:10]. The catalyst is O.C1COCC1. The product is [Cl:28][C:12]1[CH:13]=[CH:14][C:15]([C:17]2[N:21]=[C:20]([C:22]3[S:23][CH:24]=[CH:25][C:26]=3[Cl:27])[O:19][N:18]=2)=[CH:16][C:11]=1[N:9]([CH3:10])[CH2:8][CH2:7][CH2:6][C:5]([OH:29])=[O:4]. The yield is 0.840. (3) The reactants are Br[C:2]1[S:6][C:5]([S:7]([NH:10][C:11]2[CH:16]=[CH:15][CH:14]=[C:13]([C:17]3[NH:21][N:20]=[N:19][N:18]=3)[CH:12]=2)(=[O:9])=[O:8])=[CH:4][CH:3]=1.[F:22][C:23]1[CH:24]=[C:25](B(O)O)[CH:26]=[C:27]([F:29])[CH:28]=1. No catalyst specified. The product is [F:22][C:23]1[CH:24]=[C:25]([C:2]2[S:6][C:5]([S:7]([NH:10][C:11]3[CH:16]=[CH:15][CH:14]=[C:13]([C:17]4[NH:21][N:20]=[N:19][N:18]=4)[CH:12]=3)(=[O:9])=[O:8])=[CH:4][CH:3]=2)[CH:26]=[C:27]([F:29])[CH:28]=1. The yield is 0.340.